From a dataset of Merck oncology drug combination screen with 23,052 pairs across 39 cell lines. Regression. Given two drug SMILES strings and cell line genomic features, predict the synergy score measuring deviation from expected non-interaction effect. (1) Drug 1: O=P1(N(CCCl)CCCl)NCCCO1. Drug 2: O=C(NOCC(O)CO)c1ccc(F)c(F)c1Nc1ccc(I)cc1F. Cell line: SKMEL30. Synergy scores: synergy=-3.57. (2) Drug 1: C=CCn1c(=O)c2cnc(Nc3ccc(N4CCN(C)CC4)cc3)nc2n1-c1cccc(C(C)(C)O)n1. Drug 2: O=C(O)C1(Cc2cccc(Nc3nccs3)n2)CCC(Oc2cccc(Cl)c2F)CC1. Cell line: UACC62. Synergy scores: synergy=13.3. (3) Drug 1: COc1cccc2c1C(=O)c1c(O)c3c(c(O)c1C2=O)CC(O)(C(=O)CO)CC3OC1CC(N)C(O)C(C)O1. Drug 2: N#Cc1ccc(Cn2cncc2CN2CCN(c3cccc(Cl)c3)C(=O)C2)cc1. Cell line: KPL1. Synergy scores: synergy=-7.26. (4) Drug 2: O=C(O)C1(Cc2cccc(Nc3nccs3)n2)CCC(Oc2cccc(Cl)c2F)CC1. Cell line: RKO. Synergy scores: synergy=7.17. Drug 1: CS(=O)(=O)CCNCc1ccc(-c2ccc3ncnc(Nc4ccc(OCc5cccc(F)c5)c(Cl)c4)c3c2)o1. (5) Drug 1: Cc1nc(Nc2ncc(C(=O)Nc3c(C)cccc3Cl)s2)cc(N2CCN(CCO)CC2)n1. Drug 2: Cn1cc(-c2cnn3c(N)c(Br)c(C4CCCNC4)nc23)cn1. Cell line: OCUBM. Synergy scores: synergy=40.1.